Dataset: Reaction yield outcomes from USPTO patents with 853,638 reactions. Task: Predict the reaction yield, written as a fraction of the theoretical maximum amount of product (1.0 means a 100% yield; for example, 0.34 means a 34% yield). (1) The reactants are [I:1][C:2]1[CH:3]=[C:4]([CH:8]=[C:9]([N+:12]([O-:14])=[O:13])[C:10]=1[CH3:11])[C:5]([OH:7])=[O:6].[C:15]([O-])([O-])=O.[K+].[K+].CI. The catalyst is CC(C)=O. The product is [CH3:15][O:6][C:5](=[O:7])[C:4]1[CH:8]=[C:9]([N+:12]([O-:14])=[O:13])[C:10]([CH3:11])=[C:2]([I:1])[CH:3]=1. The yield is 0.980. (2) The reactants are [F:1][C:2]([F:21])([C:15]1[CH:20]=[CH:19][CH:18]=[CH:17][CH:16]=1)[CH2:3][O:4][C:5]1[CH:10]=[CH:9][C:8]([CH2:11][C:12]([CH3:14])=[O:13])=[CH:7][CH:6]=1.[CH3:22][Mg]Br. The catalyst is CCOCC. The product is [F:1][C:2]([F:21])([C:15]1[CH:20]=[CH:19][CH:18]=[CH:17][CH:16]=1)[CH2:3][O:4][C:5]1[CH:6]=[CH:7][C:8]([CH2:11][C:12]([CH3:22])([OH:13])[CH3:14])=[CH:9][CH:10]=1. The yield is 0.660. (3) The reactants are [C:1](Cl)(=[O:3])[CH3:2].C(N(CC)CC)C.[F:12][C:13]1[CH:20]=[CH:19][C:16]([CH2:17][NH2:18])=[CH:15][CH:14]=1.O. The catalyst is C(OCC)(=O)C. The product is [F:12][C:13]1[CH:20]=[CH:19][C:16]([CH2:17][NH:18][C:1](=[O:3])[CH3:2])=[CH:15][CH:14]=1. The yield is 1.00.